Dataset: Full USPTO retrosynthesis dataset with 1.9M reactions from patents (1976-2016). Task: Predict the reactants needed to synthesize the given product. (1) Given the product [CH2:20]([O:22][P:23]([C:28]1[S:29][C:30]([CH:33]([OH:34])[C:2]2[CH:3]=[C:4]([CH:8]=[C:9]([O:11][CH:12]([CH3:14])[CH3:13])[CH:10]=2)[C:5]([OH:7])=[O:6])=[CH:31][CH:32]=1)([O:24][CH2:25][CH3:26])=[O:27])[CH3:21], predict the reactants needed to synthesize it. The reactants are: Br[C:2]1[CH:3]=[C:4]([CH:8]=[C:9]([O:11][CH:12]([CH3:14])[CH3:13])[CH:10]=1)[C:5]([OH:7])=[O:6].[Li]CCCC.[CH2:20]([O:22][P:23]([C:28]1[S:29][C:30]([CH:33]=[O:34])=[CH:31][CH:32]=1)(=[O:27])[O:24][CH2:25][CH3:26])[CH3:21]. (2) The reactants are: [CH:1]1([C@H:7]([NH:12][C:13]([C:15]2[CH:19]=[C:18]([C:20]3[CH:25]=[CH:24][CH:23]=[CH:22][CH:21]=3)[S:17][C:16]=2[NH:26][C:27]([NH:29][C:30]2[C:35]([Cl:36])=[CH:34][C:33]([Cl:37])=[CH:32][C:31]=2[Cl:38])=[O:28])=[O:14])[C:8]([O:10]C)=[O:9])[CH2:6][CH2:5][CH2:4][CH2:3][CH2:2]1.[OH-].[Li+]. Given the product [CH:1]1([C@H:7]([NH:12][C:13]([C:15]2[CH:19]=[C:18]([C:20]3[CH:25]=[CH:24][CH:23]=[CH:22][CH:21]=3)[S:17][C:16]=2[NH:26][C:27]([NH:29][C:30]2[C:31]([Cl:38])=[CH:32][C:33]([Cl:37])=[CH:34][C:35]=2[Cl:36])=[O:28])=[O:14])[C:8]([OH:10])=[O:9])[CH2:6][CH2:5][CH2:4][CH2:3][CH2:2]1, predict the reactants needed to synthesize it. (3) Given the product [C:10]1([C:9]([C:16]2[CH:21]=[CH:20][CH:19]=[CH:18][CH:17]=2)=[N:22][NH:23][C:2]2[CH:3]=[N:4][CH:5]=[C:6]([F:8])[CH:7]=2)[CH:11]=[CH:12][CH:13]=[CH:14][CH:15]=1, predict the reactants needed to synthesize it. The reactants are: Br[C:2]1[CH:3]=[N:4][CH:5]=[C:6]([F:8])[CH:7]=1.[C:9](=[N:22][NH2:23])([C:16]1[CH:21]=[CH:20][CH:19]=[CH:18][CH:17]=1)[C:10]1[CH:15]=[CH:14][CH:13]=[CH:12][CH:11]=1.C1(P(C2C=CC=CC=2)C2C3OC4C(=CC=CC=4P(C4C=CC=CC=4)C4C=CC=CC=4)C(C)(C)C=3C=CC=2)C=CC=CC=1. (4) Given the product [Br:42][C:43]1[CH:44]=[C:45]([CH:51]=[CH:52][C:53]=1[S:54][C@H:2]([C:3]([O:5][CH2:6][C:7]1[CH:12]=[CH:11][C:10]([N+:13]([O-:15])=[O:14])=[CH:9][CH:8]=1)=[O:4])[CH2:16][CH2:17][CH2:18][C:19]1[CH:24]=[CH:23][C:22]([O:25][CH3:26])=[CH:21][CH:20]=1)[C:46]([O:48][CH2:49][CH3:50])=[O:47], predict the reactants needed to synthesize it. The reactants are: O[C@H:2]([CH2:16][CH2:17][CH2:18][C:19]1[CH:24]=[CH:23][C:22]([O:25][CH3:26])=[CH:21][CH:20]=1)[C:3]([O:5][CH2:6][C:7]1[CH:12]=[CH:11][C:10]([N+:13]([O-:15])=[O:14])=[CH:9][CH:8]=1)=[O:4].FC(F)(F)C(OC(=O)C(F)(F)F)=O.[Cl-].[NH4+].[Br:42][C:43]1[CH:44]=[C:45]([CH:51]=[CH:52][C:53]=1[SH:54])[C:46]([O:48][CH2:49][CH3:50])=[O:47].N1C=CC=CC=1. (5) The reactants are: [CH3:1][C:2]1([C:7]2[O:11][C:10]([CH2:12][N:13]3[CH:17]=[CH:16][C:15]([NH2:18])=[N:14]3)=[CH:9][CH:8]=2)[O:6]CCO1.[CH3:19][C:20]1[O:21][C:22]([C:28]2[CH:33]=[CH:32][CH:31]=[C:30]([O:34][CH3:35])[CH:29]=2)=[C:23]([C:25](O)=[O:26])[N:24]=1. Given the product [C:2]([C:7]1[O:11][C:10]([CH2:12][N:13]2[CH:17]=[CH:16][C:15]([NH:18][C:25]([C:23]3[N:24]=[C:20]([CH3:19])[O:21][C:22]=3[C:28]3[CH:33]=[CH:32][CH:31]=[C:30]([O:34][CH3:35])[CH:29]=3)=[O:26])=[N:14]2)=[CH:9][CH:8]=1)(=[O:6])[CH3:1], predict the reactants needed to synthesize it. (6) Given the product [O:33]1[CH:37]=[CH:36][CH:35]=[C:34]1[C@H:38]([NH:40][C:21]([C:20]1[C:14]2[C:15](=[N:16][CH:17]=[C:12]([C:6]3[C:5]4[C:9](=[CH:10][C:2]([F:1])=[CH:3][CH:4]=4)[N:8]([CH3:11])[N:7]=3)[N:13]=2)[N:18]([CH2:24][O:25][CH2:26][CH2:27][Si:28]([CH3:29])([CH3:30])[CH3:31])[CH:19]=1)=[O:23])[CH3:39], predict the reactants needed to synthesize it. The reactants are: [F:1][C:2]1[CH:10]=[C:9]2[C:5]([C:6]([C:12]3[N:13]=[C:14]4[C:20]([C:21]([OH:23])=O)=[CH:19][N:18]([CH2:24][O:25][CH2:26][CH2:27][Si:28]([CH3:31])([CH3:30])[CH3:29])[C:15]4=[N:16][CH:17]=3)=[N:7][N:8]2[CH3:11])=[CH:4][CH:3]=1.Cl.[O:33]1[CH:37]=[CH:36][CH:35]=[C:34]1[C@H:38]([NH2:40])[CH3:39].C(N(CC)C(C)C)(C)C.CN(C(ON1N=NC2C=CC=NC1=2)=[N+](C)C)C.F[P-](F)(F)(F)(F)F. (7) The reactants are: C[Si]([N-][Si](C)(C)C)(C)C.[Na+].C1COCC1.C([O:18][C:19](=[O:40])/[CH:20]=[CH:21]/[C:22]1[CH:23]=[N:24][C:25]([NH:33][C:34](=[O:39])[CH2:35][CH:36]([CH3:38])[CH3:37])=[C:26]([CH:32]=1)[C:27]([O:29]CC)=O)C.CO. Given the product [OH:29][C:27]1[C:26]2[CH:32]=[C:22](/[CH:21]=[CH:20]/[C:19]([OH:18])=[O:40])[CH:23]=[N:24][C:25]=2[NH:33][C:34](=[O:39])[C:35]=1[CH:36]([CH3:37])[CH3:38], predict the reactants needed to synthesize it.